From a dataset of Full USPTO retrosynthesis dataset with 1.9M reactions from patents (1976-2016). Predict the reactants needed to synthesize the given product. (1) Given the product [O:18]=[C:11]1[C:12]2[CH2:13][CH2:14][CH2:15][CH2:16][C:17]=2[C:8]2[C:7]([C@H:19]3[CH2:23][CH2:22][CH2:21][N:20]3[C:24]([O:26][CH2:27][C:28]3[CH:29]=[CH:30][CH:31]=[CH:32][CH:33]=3)=[O:25])=[N:6][N:5]([CH2:4][CH2:3][CH:1]=[O:36])[C:9]=2[NH:10]1, predict the reactants needed to synthesize it. The reactants are: [C:1]([CH2:3][CH2:4][N:5]1[C:9]2[NH:10][C:11](=[O:18])[C:12]3[CH2:13][CH2:14][CH2:15][CH2:16][C:17]=3[C:8]=2[C:7]([C@H:19]2[CH2:23][CH2:22][CH2:21][N:20]2[C:24]([O:26][CH2:27][C:28]2[CH:33]=[CH:32][CH:31]=[CH:30][CH:29]=2)=[O:25])=[N:6]1)#N.C(O)(=[O:36])C. (2) Given the product [CH2:12]([O:11][C:1]([CH:2]1[CH:3]([C:4]2[CH:5]=[CH:6][CH:7]=[CH:8][CH:9]=2)[CH2:25][N:21]([CH2:14][C:15]2[CH:20]=[CH:19][CH:18]=[CH:17][CH:16]=2)[CH2:22]1)=[O:10])[CH3:13], predict the reactants needed to synthesize it. The reactants are: [C:1]([O:11][CH2:12][CH3:13])(=[O:10])[CH:2]=[CH:3][C:4]1[CH:9]=[CH:8][CH:7]=[CH:6][CH:5]=1.[CH2:14]([N:21]([CH2:25][Si](C)(C)C)[CH2:22]OC)[C:15]1[CH:20]=[CH:19][CH:18]=[CH:17][CH:16]=1. (3) The reactants are: Cl[C:2]1[C:3]2[NH:10][CH:9]=[CH:8][C:4]=2[N:5]=[CH:6][N:7]=1.[O:11]([C:18]1[CH:23]=[CH:22][C:21]([OH:24])=[CH:20][CH:19]=1)[C:12]1[CH:17]=[CH:16][CH:15]=[CH:14][CH:13]=1.O[CH:26]1[CH2:39][C:28]2([CH2:31][N:30]([C:32]([O:34]C(C)(C)C)=O)[CH2:29]2)[CH2:27]1.[C:40](Cl)(=O)[CH:41]=C. Given the product [O:11]([C:18]1[CH:19]=[CH:20][C:21]([O:24][C:2]2[C:3]3[N:10]([CH:26]4[CH2:27][C:28]5([CH2:29][N:30]([C:32](=[O:34])[CH:40]=[CH2:41])[CH2:31]5)[CH2:39]4)[CH:9]=[CH:8][C:4]=3[N:5]=[CH:6][N:7]=2)=[CH:22][CH:23]=1)[C:12]1[CH:17]=[CH:16][CH:15]=[CH:14][CH:13]=1, predict the reactants needed to synthesize it.